This data is from Serine/threonine kinase 33 screen with 319,792 compounds. The task is: Binary Classification. Given a drug SMILES string, predict its activity (active/inactive) in a high-throughput screening assay against a specified biological target. (1) The compound is N(Cc1c(cccc1)C)c1nn(c2ccccc2)c(n1)N. The result is 0 (inactive). (2) The drug is s1c(N2C(c3c4c(ccc3)cccc4)C(=C(O)C2=O)C(=O)c2occc2)nnc1C. The result is 0 (inactive).